From a dataset of Full USPTO retrosynthesis dataset with 1.9M reactions from patents (1976-2016). Predict the reactants needed to synthesize the given product. (1) Given the product [CH3:1][O:2][CH2:3][CH:4]1[C:13]2[C:8]3=[C:9]([CH2:14][NH:15][CH2:16][CH:17]([CH3:18])[N:7]3[CH2:6][CH2:5]1)[CH:10]=[CH:11][CH:12]=2, predict the reactants needed to synthesize it. The reactants are: [CH3:1][O:2][CH2:3][CH:4]1[C:13]2[C:8]3=[C:9]([CH2:14][N:15](C(OC(C)(C)C)=O)[CH2:16][CH:17]([CH3:18])[N:7]3[CH2:6][CH2:5]1)[CH:10]=[CH:11][CH:12]=2.C(O)(C(F)(F)F)=O. (2) The reactants are: [CH3:1][O:2][C:3]1[CH:10]=[CH:9][C:6]([CH2:7]Cl)=[CH:5][CH:4]=1.[C:11]([C:13]1[CH:14]=[C:15]([CH:26]=[CH:27][CH:28]=1)[C:16]([NH:18][C:19]1[CH:24]=[CH:23][CH:22]=[CH:21][C:20]=1[OH:25])=[O:17])#[N:12].C([O-])([O-])=O.[K+].[K+].CN(C=O)C. Given the product [C:11]([C:13]1[CH:14]=[C:15]([CH:26]=[CH:27][CH:28]=1)[C:16]([NH:18][C:19]1[CH:24]=[CH:23][CH:22]=[CH:21][C:20]=1[O:25][CH2:7][C:6]1[CH:9]=[CH:10][C:3]([O:2][CH3:1])=[CH:4][CH:5]=1)=[O:17])#[N:12], predict the reactants needed to synthesize it.